Dataset: Catalyst prediction with 721,799 reactions and 888 catalyst types from USPTO. Task: Predict which catalyst facilitates the given reaction. Reactant: [CH3:1][C:2]1[O:6][N:5]=[C:4]([C:7]2[CH:12]=[CH:11][C:10]([NH:13][CH2:14][C:15]([O-:17])=[O:16])=[CH:9][CH:8]=2)[N:3]=1.[OH-].[Na+].Cl. Product: [CH3:1][C:2]1[O:6][N:5]=[C:4]([C:7]2[CH:8]=[CH:9][C:10]([NH:13][CH2:14][C:15]([OH:17])=[O:16])=[CH:11][CH:12]=2)[N:3]=1. The catalyst class is: 6.